This data is from Forward reaction prediction with 1.9M reactions from USPTO patents (1976-2016). The task is: Predict the product of the given reaction. (1) Given the reactants [OH:1][C@@:2]1([C:9]#[C:10][C:11]2[CH:12]=[C:13]([C:17]3[N:22]=[C:21]([C:23]([O:25]C)=O)[CH:20]=[C:19]([N:27]4[CH:31]=[C:30]([CH3:32])[CH:29]=[N:28]4)[N:18]=3)[CH:14]=[CH:15][CH:16]=2)[CH2:6][CH2:5][N:4]([CH3:7])[C:3]1=[O:8].[NH3:33], predict the reaction product. The product is: [OH:1][C@@:2]1([C:9]#[C:10][C:11]2[CH:12]=[C:13]([C:17]3[N:22]=[C:21]([C:23]([NH2:33])=[O:25])[CH:20]=[C:19]([N:27]4[CH:31]=[C:30]([CH3:32])[CH:29]=[N:28]4)[N:18]=3)[CH:14]=[CH:15][CH:16]=2)[CH2:6][CH2:5][N:4]([CH3:7])[C:3]1=[O:8]. (2) Given the reactants [S:1]([NH2:5])([NH2:4])(=[O:3])=[O:2].[CH3:6][O:7][NH:8][C:9]([C:11]1[C:12](=[O:45])[C:13]2[CH:18]=[N:17][C:16]([NH:19][C:20]3[CH:25]=[CH:24][C:23]([CH:26]4[CH2:31][CH2:30]N[CH2:28][CH2:27]4)=[CH:22][CH:21]=3)=[N:15][C:14]=2[N:32]([C:34]2[CH:39]=[CH:38][C:37]([O:40][C:41]([F:44])([F:43])[F:42])=[CH:36][CH:35]=2)[CH:33]=1)=[O:10], predict the reaction product. The product is: [CH3:6][O:7][NH:8][C:9]([C:11]1[C:12](=[O:45])[C:13]2[CH:18]=[N:17][C:16]([NH:19][C:20]3[CH:25]=[CH:24][C:23]([CH:26]4[CH2:27][CH2:28][N:4]([S:1](=[O:3])(=[O:2])[NH2:5])[CH2:30][CH2:31]4)=[CH:22][CH:21]=3)=[N:15][C:14]=2[N:32]([C:34]2[CH:35]=[CH:36][C:37]([O:40][C:41]([F:42])([F:44])[F:43])=[CH:38][CH:39]=2)[CH:33]=1)=[O:10].